From a dataset of Peptide-MHC class I binding affinity with 185,985 pairs from IEDB/IMGT. Regression. Given a peptide amino acid sequence and an MHC pseudo amino acid sequence, predict their binding affinity value. This is MHC class I binding data. (1) The peptide sequence is QTVEDEARRM. The binding affinity (normalized) is 0. The MHC is HLA-B07:02 with pseudo-sequence HLA-B07:02. (2) The peptide sequence is ILVCYILYI. The MHC is HLA-A02:01 with pseudo-sequence HLA-A02:01. The binding affinity (normalized) is 0.726.